This data is from Full USPTO retrosynthesis dataset with 1.9M reactions from patents (1976-2016). The task is: Predict the reactants needed to synthesize the given product. (1) Given the product [C:2]([C:7]1[O:11][C:10]([CH2:12][N:13]2[CH:17]=[CH:16][C:15]([NH:18][C:29](=[O:30])/[CH:28]=[CH:27]/[C:21]3[CH:22]=[CH:23][C:24]([Cl:26])=[CH:25][C:20]=3[Cl:19])=[N:14]2)=[CH:9][CH:8]=1)(=[O:6])[CH3:1], predict the reactants needed to synthesize it. The reactants are: [CH3:1][C:2]1([C:7]2[O:11][C:10]([CH2:12][N:13]3[CH:17]=[CH:16][C:15]([NH2:18])=[N:14]3)=[CH:9][CH:8]=2)[O:6]CCO1.[Cl:19][C:20]1[CH:25]=[C:24]([Cl:26])[CH:23]=[CH:22][C:21]=1/[CH:27]=[CH:28]/[C:29](O)=[O:30]. (2) Given the product [OH:41][C:42]1[CH:51]=[C:50]2[C:45]([C:46](=[O:52])[CH2:47][C@H:48]([C:31]3[CH:32]=[CH:33][C:28]([C:26]([O:25][CH3:24])=[O:27])=[CH:29][CH:30]=3)[O:49]2)=[CH:44][CH:43]=1, predict the reactants needed to synthesize it. The reactants are: C([C@H]1COC(C2C=CC=CN=2)=N1)(C)(C)C.[NH4+].F[P-](F)(F)(F)(F)F.[CH3:24][O:25][C:26]([C:28]1[CH:33]=[CH:32][C:31](B(O)O)=[CH:30][CH:29]=1)=[O:27].ClC(Cl)C.[OH:41][C:42]1[CH:51]=[C:50]2[C:45]([C:46](=[O:52])[CH:47]=[CH:48][O:49]2)=[CH:44][CH:43]=1.O. (3) Given the product [CH2:35]([C@H:10]1[CH2:9][NH:8][CH2:12][C@@H:11]1[CH2:13][N:14]([C:28]1[CH:33]=[CH:32][C:31]([Cl:34])=[CH:30][CH:29]=1)[CH2:15][C:16]1[CH:21]=[CH:20][CH:19]=[CH:18][C:17]=1[O:22][CH2:23][CH2:24][CH2:25][O:26][CH3:27])[C:36]1[CH:37]=[CH:38][CH:39]=[CH:40][CH:41]=1, predict the reactants needed to synthesize it. The reactants are: C(OC([N:8]1[CH2:12][C@H:11]([CH2:13][N:14]([C:28]2[CH:33]=[CH:32][C:31]([Cl:34])=[CH:30][CH:29]=2)[CH2:15][C:16]2[CH:21]=[CH:20][CH:19]=[CH:18][C:17]=2[O:22][CH2:23][CH2:24][CH2:25][O:26][CH3:27])[C@@H:10]([CH2:35][C:36]2[CH:41]=[CH:40][CH:39]=[CH:38][CH:37]=2)[CH2:9]1)=O)(C)(C)C. (4) Given the product [ClH:33].[NH:23]1[CH2:22][CH2:21][CH:20]([C:18]2[N:5]3[N:6]=[C:7]4[C:12]([C:11]([C:13]5[S:14][CH:15]=[CH:16][N:17]=5)=[CH:10][CH:9]=[CH:8]4)=[C:4]3[NH:3][C:2](=[O:1])[CH:19]=2)[CH2:25][CH2:24]1, predict the reactants needed to synthesize it. The reactants are: [O:1]=[C:2]1[CH:19]=[C:18]([CH:20]2[CH2:25][CH2:24][N:23](C(OC(C)(C)C)=O)[CH2:22][CH2:21]2)[N:5]2[N:6]=[C:7]3[C:12]([C:11]([C:13]4[S:14][CH:15]=[CH:16][N:17]=4)=[CH:10][CH:9]=[CH:8]3)=[C:4]2[NH:3]1.[ClH:33]. (5) Given the product [NH:18]1[C:19]2[C:24](=[CH:23][CH:22]=[CH:21][CH:20]=2)[C:16](/[CH:15]=[CH:14]/[C:9]2[CH:10]=[CH:11][CH:12]=[CH:13][C:8]=2[NH:7][C:2]2[CH:3]=[CH:4][CH:5]=[CH:6][N:1]=2)=[N:17]1, predict the reactants needed to synthesize it. The reactants are: [N:1]1[CH:6]=[CH:5][CH:4]=[CH:3][C:2]=1[NH:7][C:8]1[CH:13]=[CH:12][CH:11]=[CH:10][C:9]=1/[CH:14]=[CH:15]/[C:16]1[C:24]2[C:19](=[CH:20][CH:21]=[CH:22][CH:23]=2)[N:18](C2CCCCO2)[N:17]=1.FC(F)(F)C(O)=O.[OH-].[Na+]. (6) Given the product [Br-:1].[NH:8]([CH:7]=[CH:24][CH:25]=[CH:17][C:9]1[S:10][C:11]2[CH:16]=[CH:15][CH:14]=[CH:13][C:12]=2[N+:8]=1[CH2:7][CH2:6][CH:5]([C:2]([OH:4])=[O:3])[CH2:18][CH3:19])[C:12]1[CH:13]=[CH:14][CH:15]=[CH:16][CH:11]=1, predict the reactants needed to synthesize it. The reactants are: [Br-:1].[C:2]([CH:5]([CH2:18][CH3:19])[CH2:6][CH2:7][N+:8]1[C:12]2[CH:13]=[CH:14][CH:15]=[CH:16][C:11]=2[S:10][C:9]=1[CH3:17])([OH:4])=[O:3].C(O[C:24](=O)[CH3:25])(=O)C. (7) Given the product [CH2:1]([C@@H:8]1[CH2:19][N:18]2[C:10]([C:11]3[NH:12][C:13]([CH:22]4[CH2:26][CH2:25][CH2:24][CH2:23]4)=[N:14][C:15]=3[N:16]=[C:17]2[C:20]2[NH:29][N:28]=[N:27][N:21]=2)=[N:9]1)[C:2]1[CH:7]=[CH:6][CH:5]=[CH:4][CH:3]=1, predict the reactants needed to synthesize it. The reactants are: [CH2:1]([C@@H:8]1[CH2:19][N:18]2[C:10]([C:11]3[NH:12][C:13]([CH:22]4[CH2:26][CH2:25][CH2:24][CH2:23]4)=[N:14][C:15]=3[N:16]=[C:17]2[C:20]#[N:21])=[N:9]1)[C:2]1[CH:7]=[CH:6][CH:5]=[CH:4][CH:3]=1.[N-:27]=[N+:28]=[N-:29].[Na+].[Cl-].[NH4+].O. (8) The reactants are: [F:1][CH:2]([F:39])[O:3][C:4]1[CH:5]=[C:6]2[C:10](=[CH:11][CH:12]=1)[N:9]([CH3:13])[N:8]=[C:7]2[C:14]1[N:15]=[C:16]2[C:22]([C:23]([NH:25][C:26]([CH3:30])([CH3:29])[CH2:27][OH:28])=[O:24])=[CH:21][N:20](COCC[Si](C)(C)C)[C:17]2=[N:18][CH:19]=1.C(O)(C(F)(F)F)=O. Given the product [F:39][CH:2]([F:1])[O:3][C:4]1[CH:5]=[C:6]2[C:10](=[CH:11][CH:12]=1)[N:9]([CH3:13])[N:8]=[C:7]2[C:14]1[N:15]=[C:16]2[C:22]([C:23]([NH:25][C:26]([CH3:29])([CH3:30])[CH2:27][OH:28])=[O:24])=[CH:21][NH:20][C:17]2=[N:18][CH:19]=1, predict the reactants needed to synthesize it.